From a dataset of Merck oncology drug combination screen with 23,052 pairs across 39 cell lines. Regression. Given two drug SMILES strings and cell line genomic features, predict the synergy score measuring deviation from expected non-interaction effect. (1) Drug 1: CS(=O)(=O)CCNCc1ccc(-c2ccc3ncnc(Nc4ccc(OCc5cccc(F)c5)c(Cl)c4)c3c2)o1. Drug 2: CCC1(O)C(=O)OCc2c1cc1n(c2=O)Cc2cc3c(CN(C)C)c(O)ccc3nc2-1. Cell line: A2780. Synergy scores: synergy=10.5. (2) Drug 1: CC(=O)OC1C(=O)C2(C)C(O)CC3OCC3(OC(C)=O)C2C(OC(=O)c2ccccc2)C2(O)CC(OC(=O)C(O)C(NC(=O)c3ccccc3)c3ccccc3)C(C)=C1C2(C)C. Drug 2: COC1CC2CCC(C)C(O)(O2)C(=O)C(=O)N2CCCCC2C(=O)OC(C(C)CC2CCC(OP(C)(C)=O)C(OC)C2)CC(=O)C(C)C=C(C)C(O)C(OC)C(=O)C(C)CC(C)C=CC=CC=C1C. Cell line: HT144. Synergy scores: synergy=39.5. (3) Cell line: A427. Synergy scores: synergy=6.93. Drug 2: C#Cc1cccc(Nc2ncnc3cc(OCCOC)c(OCCOC)cc23)c1. Drug 1: O=S1(=O)NC2(CN1CC(F)(F)F)C1CCC2Cc2cc(C=CCN3CCC(C(F)(F)F)CC3)ccc2C1. (4) Drug 1: N.N.O=C(O)C1(C(=O)O)CCC1.[Pt]. Drug 2: CS(=O)(=O)CCNCc1ccc(-c2ccc3ncnc(Nc4ccc(OCc5cccc(F)c5)c(Cl)c4)c3c2)o1. Cell line: RKO. Synergy scores: synergy=-5.36. (5) Drug 1: N.N.O=C(O)C1(C(=O)O)CCC1.[Pt]. Drug 2: CC(C)CC(NC(=O)C(Cc1ccccc1)NC(=O)c1cnccn1)B(O)O. Cell line: LOVO. Synergy scores: synergy=17.2.